This data is from Reaction yield outcomes from USPTO patents with 853,638 reactions. The task is: Predict the reaction yield, written as a fraction of the theoretical maximum amount of product (1.0 means a 100% yield; for example, 0.34 means a 34% yield). (1) The reactants are C([O-])(=O)C.[K+].Br[C:7]1[CH:12]=[CH:11][C:10]([S:13]([NH:16][C:17]2([CH3:21])[CH2:20][O:19][CH2:18]2)(=[O:15])=[O:14])=[CH:9][CH:8]=1.[B:22]1([B:22]2[O:26][C:25]([CH3:28])([CH3:27])[C:24]([CH3:30])([CH3:29])[O:23]2)[O:26][C:25]([CH3:28])([CH3:27])[C:24]([CH3:30])([CH3:29])[O:23]1. The catalyst is C1C=CC(P([C]2[CH][CH][CH][CH]2)C2C=CC=CC=2)=CC=1.C1C=CC(P([C]2[CH][CH][CH][CH]2)C2C=CC=CC=2)=CC=1.Cl[Pd]Cl.[Fe].O1CCOCC1. The product is [CH3:21][C:17]1([NH:16][S:13]([C:10]2[CH:11]=[CH:12][C:7]([B:22]3[O:26][C:25]([CH3:28])([CH3:27])[C:24]([CH3:30])([CH3:29])[O:23]3)=[CH:8][CH:9]=2)(=[O:15])=[O:14])[CH2:20][O:19][CH2:18]1. The yield is 0.930. (2) The reactants are [CH:1]([C:3]1[CH:11]=[CH:10][C:6]([C:7]([OH:9])=O)=[CH:5][CH:4]=1)=[O:2].C(N(CC)CC)C.ON1C2C=CC=CC=2N=N1.Cl.C(N=C=NCCCN(C)C)C.[CH3:41][CH:42]([CH3:51])[C:43]([N:45]1[CH2:50][CH2:49][NH:48][CH2:47][CH2:46]1)=[O:44]. The catalyst is ClCCl. The product is [C:43]([N:45]1[CH2:50][CH2:49][N:48]([C:7]([C:6]2[CH:5]=[CH:4][C:3]([CH:1]=[O:2])=[CH:11][CH:10]=2)=[O:9])[CH2:47][CH2:46]1)(=[O:44])[CH:42]([CH3:51])[CH3:41]. The yield is 0.700.